From a dataset of Forward reaction prediction with 1.9M reactions from USPTO patents (1976-2016). Predict the product of the given reaction. The product is: [Br:1][C:2]1[CH:14]=[CH:13][C:12]2[C:11]3[C:6](=[CH:7][C:8]([Br:15])=[CH:9][CH:10]=3)[C:5]([CH2:17][CH2:18][CH2:19][CH2:20][CH3:21])([OH:16])[C:4]=2[CH:3]=1. Given the reactants [Br:1][C:2]1[CH:14]=[CH:13][C:12]2[C:11]3[C:6](=[CH:7][C:8]([Br:15])=[CH:9][CH:10]=3)[C:5](=[O:16])[C:4]=2[CH:3]=1.[CH2:17]([Mg]Br)[CH2:18][CH2:19][CH2:20][CH3:21], predict the reaction product.